Dataset: Human liver microsome stability data. Task: Regression/Classification. Given a drug SMILES string, predict its absorption, distribution, metabolism, or excretion properties. Task type varies by dataset: regression for continuous measurements (e.g., permeability, clearance, half-life) or binary classification for categorical outcomes (e.g., BBB penetration, CYP inhibition). Dataset: hlm. The drug is CNC(=O)[C@@H](NC(=O)c1ccc(-c2ccc(CSc3nc(O)c4ccsc4n3)c(F)c2)o1)C(C)C. The result is 1 (stable in human liver microsomes).